This data is from Forward reaction prediction with 1.9M reactions from USPTO patents (1976-2016). The task is: Predict the product of the given reaction. (1) Given the reactants [O:1]=[CH:2]/[CH:3]=[CH:4]/[C:5]([O:7][CH2:8][CH3:9])=[O:6].[CH3:10][O:11][C:12]1[CH:17]=[CH:16][C:15]([S:18]([N:21]=[CH:22]/[CH:23]=[CH:24]/[C:25]2[O:26][CH:27]=[CH:28][CH:29]=2)(=[O:20])=[O:19])=[CH:14][CH:13]=1, predict the reaction product. The product is: [O:26]1[CH:27]=[CH:28][CH:29]=[C:25]1[C@H:24]1[CH:23]=[CH:22][N:21]([S:18]([C:15]2[CH:14]=[CH:13][C:12]([O:11][CH3:10])=[CH:17][CH:16]=2)(=[O:19])=[O:20])[C:2](=[O:1])[C@H:3]1[CH2:4][C:5]([O:7][CH2:8][CH3:9])=[O:6]. (2) Given the reactants [CH:1]([C:4]1[O:8][C:7]([C:9]2[CH:14]=[CH:13][CH:12]=[CH:11][CH:10]=2)=[N:6][C:5]=1[C:15]([OH:17])=O)([CH3:3])[CH3:2].[N:18]1([C:24]2[N:29]=[CH:28][C:27]([NH2:30])=[CH:26][CH:25]=2)[CH2:23][CH2:22][O:21][CH2:20][CH2:19]1, predict the reaction product. The product is: [N:18]1([C:24]2[N:29]=[CH:28][C:27]([NH:30][C:15]([C:5]3[N:6]=[C:7]([C:9]4[CH:10]=[CH:11][CH:12]=[CH:13][CH:14]=4)[O:8][C:4]=3[CH:1]([CH3:2])[CH3:3])=[O:17])=[CH:26][CH:25]=2)[CH2:23][CH2:22][O:21][CH2:20][CH2:19]1. (3) Given the reactants [CH3:1][O:2][C:3](=[O:13])[C:4]1[CH:9]=[C:8]([I:10])[C:7](O)=[CH:6][C:5]=1[CH3:12].[CH2:14](Br)[C:15]1[CH:20]=[CH:19][CH:18]=[CH:17][CH:16]=1.C(=O)([O-])[O-:23].[K+].[K+], predict the reaction product. The product is: [CH3:1][O:2][C:3](=[O:13])[C:4]1[C:5]([CH3:12])=[CH:6][CH2:7][C:8]([O:23][CH2:14][C:15]2[CH:20]=[CH:19][CH:18]=[CH:17][CH:16]=2)([I:10])[CH:9]=1. (4) The product is: [NH2:15][CH:13]1[CH2:14][N:11]([C:9]2[C:10]3[C:2]([Br:1])=[C:3]([CH2:36][CH3:37])[NH:4][C:5]=3[N:6]=[C:7]([NH:23][C:24]3[CH:25]=[C:26]4[N:32]=[N:31][N:30]([CH:33]([CH3:35])[CH3:34])[C:27]4=[N:28][CH:29]=3)[N:8]=2)[CH2:12]1. Given the reactants [Br:1][C:2]1[C:10]2[C:9]([N:11]3[CH2:14][CH:13]([NH:15]C(=O)OC(C)(C)C)[CH2:12]3)=[N:8][C:7]([NH:23][C:24]3[CH:25]=[C:26]4[N:32]=[N:31][N:30]([CH:33]([CH3:35])[CH3:34])[C:27]4=[N:28][CH:29]=3)=[N:6][C:5]=2[NH:4][C:3]=1[CH2:36][CH3:37], predict the reaction product. (5) The product is: [NH2:12][C:9]1[CH:8]=[C:7]([C:15](=[O:17])[CH3:16])[CH:6]=[C:5]([C:1]([CH3:2])([CH3:4])[CH3:3])[C:10]=1[OH:11]. Given the reactants [C:1]([C:5]1[CH:6]=[C:7]([C:15](=[O:17])[CH3:16])[CH:8]=[C:9]([N+:12]([O-])=O)[C:10]=1[OH:11])([CH3:4])([CH3:3])[CH3:2].C(OCC)(=O)C.CCCCCC, predict the reaction product. (6) Given the reactants [N+:1]([C:4]1[C:13]2[C:8](=[CH:9][CH:10]=[CH:11][CH:12]=2)[C:7]([O:14][C:15]2[CH:20]=[CH:19][N:18]=[C:17]([NH:21][C:22]([N:24]3[CH2:29][CH2:28][N:27]([CH3:30])[CH2:26][CH2:25]3)=[O:23])[CH:16]=2)=[CH:6][CH:5]=1)([O-])=O.[H][H], predict the reaction product. The product is: [NH2:1][C:4]1[C:13]2[C:8](=[CH:9][CH:10]=[CH:11][CH:12]=2)[C:7]([O:14][C:15]2[CH:20]=[CH:19][N:18]=[C:17]([NH:21][C:22]([N:24]3[CH2:29][CH2:28][N:27]([CH3:30])[CH2:26][CH2:25]3)=[O:23])[CH:16]=2)=[CH:6][CH:5]=1. (7) Given the reactants [Br:1][C:2]1[CH:7]=[CH:6][C:5]([NH:8][C:9]2[S:10][C:11]3[CH:17]=[CH:16][CH:15]=[C:14](C)[C:12]=3[N:13]=2)=[C:4]([F:19])[CH:3]=1.BrC1C=CC(NC2SC3C=C(OC(F)(F)[F:39])C=CC=3N=2)=C(F)C=1.ClC1SC2C=C(F)C=CC=2N=1.FC1C=C(Br)C=CC=1N, predict the reaction product. The product is: [Br:1][C:2]1[CH:7]=[CH:6][C:5]([NH:8][C:9]2[S:10][C:11]3[CH:17]=[C:16]([F:39])[CH:15]=[CH:14][C:12]=3[N:13]=2)=[C:4]([F:19])[CH:3]=1. (8) Given the reactants [NH2:1][C:2]1[CH:7]=[CH:6][C:5]([CH2:8][C:9]([O:11][C:12]([CH3:15])([CH3:14])[CH3:13])=[O:10])=[CH:4][C:3]=1[O:16][CH3:17].CCN(CC)CC.[F:25][C:26]([F:37])([F:36])[C:27]1[CH:32]=[CH:31][CH:30]=[CH:29][C:28]=1[N:33]=[C:34]=[O:35], predict the reaction product. The product is: [CH3:17][O:16][C:3]1[CH:4]=[C:5]([CH2:8][C:9]([O:11][C:12]([CH3:14])([CH3:13])[CH3:15])=[O:10])[CH:6]=[CH:7][C:2]=1[NH:1][C:34]([NH:33][C:28]1[CH:29]=[CH:30][CH:31]=[CH:32][C:27]=1[C:26]([F:25])([F:36])[F:37])=[O:35]. (9) Given the reactants [CH2:1]([C:6]1[CH:11]=[CH:10][C:9]([C:12]2[CH:17]=[CH:16][CH:15]=[CH:14][CH:13]=2)=CC=1)[CH2:2][CH2:3][CH2:4]C.C#C.BrC1C2C(C(Br)=C3C=1C=CC=C3)=CC=CC=2.C(NC(C)C)(C)C, predict the reaction product. The product is: [CH:14]1[C:13]2[C:12](=[CH:9][C:10]3[C:3]([CH:4]=2)=[CH:2][CH:1]=[CH:6][CH:11]=3)[CH:17]=[CH:16][CH:15]=1. (10) Given the reactants Br[C:2]1[CH:3]=[C:4]2[C:12]([C:13]3[CH:18]=[C:17]([CH2:19][S:20]([CH3:23])(=[O:22])=[O:21])[CH:16]=[CH:15][C:14]=3[O:24][C:25]3[CH:30]=[CH:29][C:28]([F:31])=[CH:27][C:26]=3[F:32])=[CH:11][N:10]([CH3:33])[C:5]2=[C:6]([O:8]C)[N:7]=1.[ClH:34].O1CCOCC1, predict the reaction product. The product is: [Cl:34][C:2]1[NH:7][C:6](=[O:8])[C:5]2[N:10]([CH3:33])[CH:11]=[C:12]([C:13]3[CH:18]=[C:17]([CH2:19][S:20]([CH3:23])(=[O:22])=[O:21])[CH:16]=[CH:15][C:14]=3[O:24][C:25]3[CH:30]=[CH:29][C:28]([F:31])=[CH:27][C:26]=3[F:32])[C:4]=2[CH:3]=1.